This data is from Retrosynthesis with 50K atom-mapped reactions and 10 reaction types from USPTO. The task is: Predict the reactants needed to synthesize the given product. (1) Given the product Cc1c(NCc2ccc(Cl)cc2C(=O)O)cccc1-c1cnc(C(N)=O)c2[nH]c3cc(NC(=O)OCC[Si](C)(C)C)ccc3c12, predict the reactants needed to synthesize it. The reactants are: Cc1c(N)cccc1-c1cnc(C(N)=O)c2[nH]c3cc(NC(=O)OCC[Si](C)(C)C)ccc3c12.O=Cc1ccc(Cl)cc1C(=O)O. (2) Given the product Nc1ccccc1CNC1CCC(=O)NC1=O, predict the reactants needed to synthesize it. The reactants are: NCc1ccccc1N.O=C1CCC(Br)C(=O)N1. (3) Given the product C=Cc1c(F)c(Cl)cc(C(C)Nc2ncnc3c2ncn3C2CCCCO2)c1OC, predict the reactants needed to synthesize it. The reactants are: C=CB1OB(C=C)OB(C=C)O1.COc1c(C(C)Nc2ncnc3c2ncn3C2CCCCO2)cc(Cl)c(F)c1Br. (4) The reactants are: COc1ccc2c(Cl)c(C=O)ccc2c1. Given the product COc1ccc2c(Cl)c(CO)ccc2c1, predict the reactants needed to synthesize it. (5) Given the product CCCC[C@H]1CC[C@@H](Oc2ccc3cc(C4(NC(=O)OC(C)(C)C)COC(C)(C)OC4)ccc3c2)CC1, predict the reactants needed to synthesize it. The reactants are: CC(C)(C)OC(=O)NC1(c2ccc3cc(O)ccc3c2)COC(C)(C)OC1.CCCC[C@H]1CC[C@H](O)CC1. (6) Given the product O=C(O)c1nc2ccc(O)cc2o1, predict the reactants needed to synthesize it. The reactants are: COC(=O)c1nc2ccc(O)cc2o1. (7) Given the product COc1cccc(OC)c1C(=O)N(C)C, predict the reactants needed to synthesize it. The reactants are: CNC.COc1cccc(OC)c1C(=O)Cl.